From a dataset of Reaction yield outcomes from USPTO patents with 853,638 reactions. Predict the reaction yield, written as a fraction of the theoretical maximum amount of product (1.0 means a 100% yield; for example, 0.34 means a 34% yield). (1) The reactants are [CH3:1][C:2]1([CH3:32])[N:6]([C:7]([O:9][C:10]([CH3:13])([CH3:12])[CH3:11])=[O:8])[C@@H:5]([CH2:14][CH2:15][C:16]2[CH:21]=[CH:20][C:19]([NH:22][C:23]3[N:28]=[CH:27][C:26]([S:29]([CH3:31])=[O:30])=[CH:25][N:24]=3)=[CH:18][CH:17]=2)[CH2:4][O:3]1.[O-:33]S([O-])=O.[Na+].[Na+]. The catalyst is ClCCl. The product is [CH3:1][C:2]1([CH3:32])[N:6]([C:7]([O:9][C:10]([CH3:11])([CH3:12])[CH3:13])=[O:8])[C@@H:5]([CH2:14][CH2:15][C:16]2[CH:21]=[CH:20][C:19]([NH:22][C:23]3[N:28]=[CH:27][C:26]([S:29]([CH3:31])(=[O:33])=[O:30])=[CH:25][N:24]=3)=[CH:18][CH:17]=2)[CH2:4][O:3]1. The yield is 0.940. (2) The reactants are [CH3:1][C:2]1[CH:11]=[CH:10][C:9]2[C:4](=[C:5]([C:12]#[N:13])[CH:6]=[CH:7][CH:8]=2)[N:3]=1.[Se](=O)=[O:15]. The catalyst is O1CCOCC1.O. The product is [CH:1]([C:2]1[CH:11]=[CH:10][C:9]2[C:4](=[C:5]([C:12]#[N:13])[CH:6]=[CH:7][CH:8]=2)[N:3]=1)=[O:15]. The yield is 0.820.